From a dataset of NCI-60 drug combinations with 297,098 pairs across 59 cell lines. Regression. Given two drug SMILES strings and cell line genomic features, predict the synergy score measuring deviation from expected non-interaction effect. Drug 1: C1=CC(=CC=C1C#N)C(C2=CC=C(C=C2)C#N)N3C=NC=N3. Drug 2: C(=O)(N)NO. Cell line: MDA-MB-435. Synergy scores: CSS=1.67, Synergy_ZIP=0.395, Synergy_Bliss=-1.12, Synergy_Loewe=1.20, Synergy_HSA=-2.58.